From a dataset of Full USPTO retrosynthesis dataset with 1.9M reactions from patents (1976-2016). Predict the reactants needed to synthesize the given product. (1) Given the product [CH3:50][C:51]([CH3:71])([CH2:68][CH:69]=[CH2:70])[CH2:52][O:53][C:54]([NH:56][C@@H:57]([CH2:61][CH2:62][CH2:63][CH2:64][CH2:65][CH:66]=[CH2:67])[C:58]([N:30]1[CH2:31][C@:27]([O:26][CH3:25])([C:36]2[CH:45]=[CH:44][C:43]3[C:38](=[CH:39][C:40]([CH:48]=[CH2:49])=[C:41]([O:46][CH3:47])[CH:42]=3)[CH:37]=2)[CH2:28][C@H:29]1[C:32]([O:34][CH3:35])=[O:33])=[O:59])=[O:55], predict the reactants needed to synthesize it. The reactants are: CN(C(ON1N=NC2C=CC=NC1=2)=[N+](C)C)C.F[P-](F)(F)(F)(F)F.[CH3:25][O:26][C@:27]1([C:36]2[CH:45]=[CH:44][C:43]3[C:38](=[CH:39][C:40]([CH:48]=[CH2:49])=[C:41]([O:46][CH3:47])[CH:42]=3)[CH:37]=2)[CH2:31][NH:30][C@H:29]([C:32]([O:34][CH3:35])=[O:33])[CH2:28]1.[CH3:50][C:51]([CH3:71])([CH2:68][CH:69]=[CH2:70])[CH2:52][O:53][C:54]([NH:56][C@@H:57]([CH2:61][CH2:62][CH2:63][CH2:64][CH2:65][CH:66]=[CH2:67])[C:58](O)=[O:59])=[O:55].CCN(C(C)C)C(C)C. (2) Given the product [ClH:21].[ClH:21].[O:1]1[CH2:2][CH2:3][N:4]([C@H:7]2[CH2:8][CH2:9][C@H:10]([NH2:13])[CH2:11][CH2:12]2)[CH2:5][CH2:6]1, predict the reactants needed to synthesize it. The reactants are: [O:1]1[CH2:6][CH2:5][N:4]([C@H:7]2[CH2:12][CH2:11][C@H:10]([NH:13]C(=O)OC(C)(C)C)[CH2:9][CH2:8]2)[CH2:3][CH2:2]1.[ClH:21]. (3) Given the product [CH2:9]([O:11][C:12](=[O:35])[C@@H:13]([CH2:20][C:21]1[C:22]([CH2:30][O:31][C:32](=[O:34])[CH3:33])=[C:23]2[C:24](=[C:25]([Br:27])[CH:26]=1)[NH:28][N:1]=[CH:29]2)[CH2:14][C:15]([O:17][CH2:18][CH3:19])=[O:16])[CH3:10], predict the reactants needed to synthesize it. The reactants are: [N:1](OCCC(C)C)=O.[CH2:9]([O:11][C:12](=[O:35])[C@@H:13]([CH2:20][C:21]1[CH:26]=[C:25]([Br:27])[C:24]([NH2:28])=[C:23]([CH3:29])[C:22]=1[CH2:30][O:31][C:32](=[O:34])[CH3:33])[CH2:14][C:15]([O:17][CH2:18][CH3:19])=[O:16])[CH3:10].C([O-])(=O)C.[K+]. (4) Given the product [CH3:1][C:2]1[CH:7]=[C:6]([C:29]2[CH:30]=[CH:31][C:32]([C:35]([OH:37])=[O:36])=[N:33][CH:34]=2)[CH:5]=[C:4]([NH:17][C:18]2[N:23]=[C:22]([C:24]([F:27])([F:25])[F:26])[CH:21]=[CH:20][N:19]=2)[CH:3]=1, predict the reactants needed to synthesize it. The reactants are: [CH3:1][C:2]1[CH:3]=[C:4]([NH:17][C:18]2[N:23]=[C:22]([C:24]([F:27])([F:26])[F:25])[CH:21]=[CH:20][N:19]=2)[CH:5]=[C:6](B2OC(C)(C)C(C)(C)O2)[CH:7]=1.Br[C:29]1[CH:30]=[CH:31][C:32]([C:35]([OH:37])=[O:36])=[N:33][CH:34]=1.C(=O)([O-])[O-].[Na+].[Na+]. (5) Given the product [NH2:1][C:2]1[C:3]([I:16])=[C:4]([C:13]([N:17]2[CH2:22][CH2:21][O:20][CH2:19][CH2:18]2)=[O:14])[C:5]([I:12])=[C:6]([C:7]([N:17]2[CH2:22][CH2:21][O:20][CH2:19][CH2:18]2)=[O:8])[C:10]=1[I:11], predict the reactants needed to synthesize it. The reactants are: [NH2:1][C:2]1[C:3]([I:16])=[C:4]([C:13](Cl)=[O:14])[C:5]([I:12])=[C:6]([C:10]=1[I:11])[C:7](Cl)=[O:8].[NH:17]1[CH2:22][CH2:21][O:20][CH2:19][CH2:18]1. (6) Given the product [Cl:8][C:6]1[CH:5]=[C:4]([C:9]2[N:14]=[C:13]([C:15]3[CH:20]=[CH:19][CH:18]=[CH:17][CH:16]=3)[N:12]=[C:11]([C:21]3[CH:26]=[CH:25][CH:24]=[CH:23][CH:22]=3)[N:10]=2)[CH:3]=[C:2]([C:39]2[C:40]3[C:31]([C:32]4[CH:33]=[CH:34][CH:35]=[CH:36][C:37]=4[CH:38]=2)=[CH:30][CH:29]=[CH:28][CH:27]=3)[CH:7]=1, predict the reactants needed to synthesize it. The reactants are: Br[C:2]1[CH:3]=[C:4]([C:9]2[N:14]=[C:13]([C:15]3[CH:20]=[CH:19][CH:18]=[CH:17][CH:16]=3)[N:12]=[C:11]([C:21]3[CH:26]=[CH:25][CH:24]=[CH:23][CH:22]=3)[N:10]=2)[CH:5]=[C:6]([Cl:8])[CH:7]=1.[CH:27]1[C:40]2[CH:39]=[C:38](B(O)O)[C:37]3[C:32](=[CH:33][CH:34]=[CH:35][CH:36]=3)[C:31]=2[CH:30]=[CH:29][CH:28]=1.[OH-].[Na+].O1CCCC1.